Task: Predict the reactants needed to synthesize the given product.. Dataset: Full USPTO retrosynthesis dataset with 1.9M reactions from patents (1976-2016) Given the product [Cl:12][C:13]1[N:18]=[C:17]([O:4][CH2:3][CH2:2][F:1])[CH:16]=[CH:15][N:14]=1, predict the reactants needed to synthesize it. The reactants are: [F:1][CH2:2][CH2:3][OH:4].O1CCCC1.[H-].[Na+].[Cl:12][C:13]1[N:18]=[CH:17][CH:16]=[C:15](Cl)[N:14]=1.